Dataset: Catalyst prediction with 721,799 reactions and 888 catalyst types from USPTO. Task: Predict which catalyst facilitates the given reaction. (1) Reactant: [CH2:1]([O:19][C:20]1[CH:21]=[C:22]([CH:25]=[C:26]([O:47][CH2:48][CH2:49][CH2:50][CH2:51][CH2:52][CH2:53][CH2:54][CH2:55][CH2:56][CH2:57][CH2:58][CH2:59][CH2:60][CH2:61][CH2:62][CH2:63][CH2:64][CH3:65])[C:27]=1[O:28][CH2:29][CH2:30][CH2:31][CH2:32][CH2:33][CH2:34][CH2:35][CH2:36][CH2:37][CH2:38][CH2:39][CH2:40][CH2:41][CH2:42][CH2:43][CH2:44][CH2:45][CH3:46])[CH2:23]O)[CH2:2][CH2:3][CH2:4][CH2:5][CH2:6][CH2:7][CH2:8][CH2:9][CH2:10][CH2:11][CH2:12][CH2:13][CH2:14][CH2:15][CH2:16][CH2:17][CH3:18].S(Cl)([Cl:68])=O. Product: [CH2:1]([O:19][C:20]1[CH:21]=[C:22]([CH:25]=[C:26]([O:47][CH2:48][CH2:49][CH2:50][CH2:51][CH2:52][CH2:53][CH2:54][CH2:55][CH2:56][CH2:57][CH2:58][CH2:59][CH2:60][CH2:61][CH2:62][CH2:63][CH2:64][CH3:65])[C:27]=1[O:28][CH2:29][CH2:30][CH2:31][CH2:32][CH2:33][CH2:34][CH2:35][CH2:36][CH2:37][CH2:38][CH2:39][CH2:40][CH2:41][CH2:42][CH2:43][CH2:44][CH2:45][CH3:46])[CH2:23][Cl:68])[CH2:2][CH2:3][CH2:4][CH2:5][CH2:6][CH2:7][CH2:8][CH2:9][CH2:10][CH2:11][CH2:12][CH2:13][CH2:14][CH2:15][CH2:16][CH2:17][CH3:18]. The catalyst class is: 22. (2) Reactant: [OH-].[Na+].[CH:3]1([C:6]2[C:11]([C:12]3[CH:17]=[CH:16][C:15]([F:18])=[CH:14][CH:13]=3)=[C:10]([F:19])[C:9]([O:20][CH:21]([CH3:23])[CH3:22])=[C:8]([CH2:24][N:25]3[CH2:30][CH2:29][CH:28]([N:31]4[CH:36]=[CH:35][C:34]([C:37]([O:39]C)=[O:38])=[C:33]([CH2:41][CH3:42])[C:32]4=[O:43])[CH2:27][CH2:26]3)[CH:7]=2)[CH2:5][CH2:4]1.Cl. Product: [CH:3]1([C:6]2[C:11]([C:12]3[CH:13]=[CH:14][C:15]([F:18])=[CH:16][CH:17]=3)=[C:10]([F:19])[C:9]([O:20][CH:21]([CH3:23])[CH3:22])=[C:8]([CH2:24][N:25]3[CH2:26][CH2:27][CH:28]([N:31]4[CH:36]=[CH:35][C:34]([C:37]([OH:39])=[O:38])=[C:33]([CH2:41][CH3:42])[C:32]4=[O:43])[CH2:29][CH2:30]3)[CH:7]=2)[CH2:5][CH2:4]1. The catalyst class is: 5. (3) Reactant: C(Cl)(=O)O[CH:3](Cl)[CH3:4].C([N:15]1[CH2:20][CH2:19][CH:18]([NH:21][C:22](=[O:40])[CH:23]([CH3:39])[CH2:24][S:25]([C:28]2[CH:37]=[CH:36][C:35]3[C:30](=[CH:31][CH:32]=[C:33]([Cl:38])[CH:34]=3)[CH:29]=2)(=[O:27])=[O:26])[CH2:17][CH2:16]1)C1C=CC=CC=1.CO. Product: [Cl:38][C:33]1[CH:34]=[C:35]2[C:30](=[CH:31][CH:32]=1)[CH:29]=[C:28]([S:25]([CH2:24][CH:23]([CH3:39])[C:22]([NH:21][CH:18]1[CH2:19][CH2:20][N:15]([C:18]3[CH:17]=[CH:16][N:15]=[C:3]([CH3:4])[CH:19]=3)[CH2:16][CH2:17]1)=[O:40])(=[O:26])=[O:27])[CH:37]=[CH:36]2. The catalyst class is: 26.